From a dataset of Reaction yield outcomes from USPTO patents with 853,638 reactions. Predict the reaction yield, written as a fraction of the theoretical maximum amount of product (1.0 means a 100% yield; for example, 0.34 means a 34% yield). (1) The reactants are [CH3:1][O:2][C:3]1[CH:4]=[C:5]([CH2:9][C:10](Cl)=[O:11])[CH:6]=[CH:7][CH:8]=1.[CH3:13][O:14][CH:15]([O:18][CH3:19])[CH2:16][NH2:17].C(N(CC)CC)C. The catalyst is C(Cl)(Cl)Cl. The product is [CH3:13][O:14][CH:15]([O:18][CH3:19])[CH2:16][NH:17][C:10](=[O:11])[CH2:9][C:5]1[CH:6]=[CH:7][CH:8]=[C:3]([O:2][CH3:1])[CH:4]=1. The yield is 0.980. (2) The reactants are C([O:3][C:4](=[O:47])[CH2:5][CH2:6][CH2:7][O:8][C:9]1[CH:14]=[CH:13][CH:12]=[C:11]([CH2:15][CH2:16][CH2:17][CH2:18][CH2:19][CH2:20][O:21][C:22]2[CH:23]=[C:24]([C:32]3[CH:37]=[CH:36][C:35]([F:38])=[C:34]([F:39])[CH:33]=3)[CH:25]=[C:26]([S:28]([CH3:31])(=[O:30])=[O:29])[CH:27]=2)[C:10]=1[CH2:40][CH2:41][C:42]([O:44]CC)=[O:43])C.[OH-].[Na+]. No catalyst specified. The product is [C:42]([CH2:41][CH2:40][C:10]1[C:11]([CH2:15][CH2:16][CH2:17][CH2:18][CH2:19][CH2:20][O:21][C:22]2[CH:23]=[C:24]([C:32]3[CH:37]=[CH:36][C:35]([F:38])=[C:34]([F:39])[CH:33]=3)[CH:25]=[C:26]([S:28]([CH3:31])(=[O:29])=[O:30])[CH:27]=2)=[CH:12][CH:13]=[CH:14][C:9]=1[O:8][CH2:7][CH2:6][CH2:5][C:4]([OH:47])=[O:3])([OH:44])=[O:43]. The yield is 0.500. (3) The reactants are [N+:1]([C:4]1[CH:5]=[C:6]([CH:22]=[CH:23][CH:24]=1)[CH2:7][CH2:8][N:9]1[CH2:14][CH2:13][N:12]([C:15]([O:17][C:18]([CH3:21])([CH3:20])[CH3:19])=[O:16])[CH2:11][CH2:10]1)([O-])=O.[H][H]. The catalyst is CO.[Pd].[OH-].[OH-].[Pd+2]. The product is [NH2:1][C:4]1[CH:5]=[C:6]([CH:22]=[CH:23][CH:24]=1)[CH2:7][CH2:8][N:9]1[CH2:10][CH2:11][N:12]([C:15]([O:17][C:18]([CH3:20])([CH3:21])[CH3:19])=[O:16])[CH2:13][CH2:14]1. The yield is 0.630. (4) The reactants are Br[C:2]1[S:6][C:5]([NH:7][C:8](=[O:10])[CH3:9])=[N:4][CH:3]=1.[CH3:11][C:12]([O:15][C:16]([N:18]1[CH2:24][C:23]2[CH:25]=[C:26](B(O)O)[CH:27]=[CH:28][C:22]=2[O:21][CH2:20][CH2:19]1)=[O:17])([CH3:14])[CH3:13].ClCCl.C(=O)([O-])[O-].[K+].[K+]. The catalyst is O1CCOCC1.O.C1C=CC(P(C2C=CC=CC=2)[C-]2C=CC=C2)=CC=1.C1C=CC(P(C2C=CC=CC=2)[C-]2C=CC=C2)=CC=1.Cl[Pd]Cl.[Fe+2]. The product is [C:8]([NH:7][C:5]1[S:6][C:2]([C:26]2[CH:27]=[CH:28][C:22]3[O:21][CH2:20][CH2:19][N:18]([C:16]([O:15][C:12]([CH3:13])([CH3:11])[CH3:14])=[O:17])[CH2:24][C:23]=3[CH:25]=2)=[CH:3][N:4]=1)(=[O:10])[CH3:9]. The yield is 0.562. (5) The reactants are [N:1]1[C:6]2[N:7]=[CH:8][CH:9]=[CH:10][C:5]=2[C:4](O)=[N:3][CH:2]=1.C(N(CC)CC)C.P(Cl)(Cl)([Cl:21])=O. No catalyst specified. The product is [Cl:21][C:4]1[C:5]2[CH:10]=[CH:9][CH:8]=[N:7][C:6]=2[N:1]=[CH:2][N:3]=1. The yield is 0.170. (6) The reactants are [Cl-].O[NH3+:3].[C:4](=[O:7])([O-])[OH:5].[Na+].CS(C)=O.[F:13][C:14]1[CH:19]=[C:18]([CH2:20][C:21]2[C:26](=[O:27])[N:25]([C:28]3[CH:33]=[CH:32][C:31]([O:34][CH:35]([CH3:37])[CH3:36])=[CH:30][CH:29]=3)[C:24]([CH3:38])=[N:23][C:22]=2[CH2:39][CH2:40][CH3:41])[CH:17]=[CH:16][C:15]=1[C:42]1[C:43]([C:48]#[N:49])=[CH:44][CH:45]=[CH:46][CH:47]=1. The catalyst is C(OCC)(=O)C. The product is [F:13][C:14]1[CH:19]=[C:18]([CH2:20][C:21]2[C:26](=[O:27])[N:25]([C:28]3[CH:29]=[CH:30][C:31]([O:34][CH:35]([CH3:36])[CH3:37])=[CH:32][CH:33]=3)[C:24]([CH3:38])=[N:23][C:22]=2[CH2:39][CH2:40][CH3:41])[CH:17]=[CH:16][C:15]=1[C:42]1[CH:47]=[CH:46][CH:45]=[CH:44][C:43]=1[C:48]1[NH:3][C:4](=[O:7])[O:5][N:49]=1. The yield is 0.500. (7) The product is [F:11][C:12]1[CH:17]=[CH:16][CH:15]=[C:14]([F:18])[C:13]=1[N:19]1[C:24]2[N:25]=[C:26]([NH:37][CH2:38][C:39]([N:1]3[CH2:6][CH2:5][O:4][CH2:3][CH2:2]3)=[O:40])[N:27]=[C:28]([C:29]3[CH:34]=[CH:33][C:32]([F:35])=[CH:31][C:30]=3[CH3:36])[C:23]=2[CH:22]=[CH:21][C:20]1=[O:43]. The yield is 0.310. The reactants are [NH:1]1[CH2:6][CH2:5][O:4][CH2:3][CH2:2]1.C[Al](C)C.[F:11][C:12]1[CH:17]=[CH:16][CH:15]=[C:14]([F:18])[C:13]=1[N:19]1[C:24]2[N:25]=[C:26]([NH:37][CH2:38][C:39](OC)=[O:40])[N:27]=[C:28]([C:29]3[CH:34]=[CH:33][C:32]([F:35])=[CH:31][C:30]=3[CH3:36])[C:23]=2[CH:22]=[CH:21][C:20]1=[O:43]. The catalyst is ClCCl.CCOC(C)=O. (8) The reactants are [CH3:1][O:2][C:3]1[CH:4]=[C:5]([C:11]2[CH:12]=[CH:13][C:14]([N:17]3[CH2:23][CH2:22][CH2:21][N:20]([C:24]4[CH:29]=[CH:28][C:27]([C:30]5[CH:35]=[C:34]([O:36][CH3:37])[CH:33]=[C:32]([O:38][CH3:39])[CH:31]=5)=[CH:26][N:25]=4)[CH2:19][CH2:18]3)=[N:15][CH:16]=2)[CH:6]=[C:7]([O:9][CH3:10])[CH:8]=1.[CH3:40][S:41]([OH:44])(=[O:43])=[O:42]. The catalyst is CO. The product is [CH3:40][S:41]([OH:44])(=[O:43])=[O:42].[CH3:40][S:41]([OH:44])(=[O:43])=[O:42].[CH3:39][O:38][C:32]1[CH:31]=[C:30]([C:27]2[CH:28]=[CH:29][C:24]([N:20]3[CH2:21][CH2:22][CH2:23][N:17]([C:14]4[CH:13]=[CH:12][C:11]([C:5]5[CH:4]=[C:3]([O:2][CH3:1])[CH:8]=[C:7]([O:9][CH3:10])[CH:6]=5)=[CH:16][N:15]=4)[CH2:18][CH2:19]3)=[N:25][CH:26]=2)[CH:35]=[C:34]([O:36][CH3:37])[CH:33]=1. The yield is 0.660. (9) The reactants are N1C=CC=NC=1.[Cl:7][C:8]1[CH:13]=[C:12]([Cl:14])[CH:11]=[CH:10][C:9]=1[C:15]1[C:20]([C:21]2[NH:22][CH:23]=[CH:24][N:25]=2)=[CH:19][N:18]=[C:17]([CH2:26][NH:27][CH2:28][CH2:29][NH:30]C(=O)C(F)(F)F)[N:16]=1.[OH-].[K+].O. The catalyst is CO. The product is [NH2:30][CH2:29][CH2:28][NH:27][CH2:26][C:17]1[N:16]=[C:15]([C:9]2[CH:10]=[CH:11][C:12]([Cl:14])=[CH:13][C:8]=2[Cl:7])[C:20]([C:21]2[NH:25][CH:24]=[CH:23][N:22]=2)=[CH:19][N:18]=1. The yield is 1.00. (10) The reactants are [CH3:1][C:2]1[C:16](=[O:17])[N:15]=[C:14]2[N:4]([C@@H:5]3[O:9][C@H:8]([CH2:10][OH:11])[C@@H:7]([OH:12])[C@@H:6]3[O:13]2)[CH:3]=1.[CH3:18][O:19][CH2:20][CH2:21][O:22]B([O:22][CH2:21][CH2:20][O:19][CH3:18])[O:22][CH2:21][CH2:20][O:19][CH3:18]. The catalyst is COCCO. The product is [CH3:18][O:19][CH2:20][CH2:21][O:22][C@@H:6]1[C@H:7]([OH:12])[C@@H:8]([CH2:10][OH:11])[O:9][C@H:5]1[N:4]1[CH:3]=[C:2]([CH3:1])[C:16](=[O:17])[NH:15][C:14]1=[O:13]. The yield is 0.630.